Predict the reaction yield, written as a fraction of the theoretical maximum amount of product (1.0 means a 100% yield; for example, 0.34 means a 34% yield). From a dataset of Reaction yield outcomes from USPTO patents with 853,638 reactions. (1) The reactants are [Cl:1][C:2]1[CH:6]=[N:5][N:4]([CH3:7])[C:3]=1[C:8]1[CH:9]=[C:10]([NH2:16])[CH:11]=[CH:12][C:13]=1[O:14][CH3:15].[CH2:17]([N:24]=[C:25]=[O:26])[C:18]1[CH:23]=[CH:22][CH:21]=[CH:20][CH:19]=1. No catalyst specified. The product is [CH2:17]([NH:24][C:25]([NH:16][C:10]1[CH:11]=[CH:12][C:13]([O:14][CH3:15])=[C:8]([C:3]2[N:4]([CH3:7])[N:5]=[CH:6][C:2]=2[Cl:1])[CH:9]=1)=[O:26])[C:18]1[CH:23]=[CH:22][CH:21]=[CH:20][CH:19]=1. The yield is 0.461. (2) The reactants are [F:1][C:2]1[CH:7]=[CH:6][C:5]([CH:8]2[CH2:13][C:12](=O)[NH:11][CH2:10][CH:9]2[CH2:15][CH2:16][C:17]([OH:19])=[O:18])=[CH:4][CH:3]=1.F[B-](F)(F)F.C[O+](C)C.[BH4-].[Na+]. The catalyst is ClCCl. The product is [F:1][C:2]1[CH:7]=[CH:6][C:5]([CH:8]2[CH2:13][CH2:12][NH:11][CH2:10][CH:9]2[CH2:15][CH2:16][C:17]([OH:19])=[O:18])=[CH:4][CH:3]=1. The yield is 0.750. (3) The product is [CH2:1]([O:8][C@@H:9]1[C@@H:14]([O:15][CH2:16][C:17]2[CH:22]=[CH:21][CH:20]=[CH:19][CH:18]=2)[C@H:13]([O:23][CH2:24][C:25]2[CH:30]=[CH:29][CH:28]=[CH:27][CH:26]=2)[C@@H:12]([CH2:31][O:32][CH2:33][C:34]2[CH:39]=[CH:38][CH:37]=[CH:36][CH:35]=2)[O:11][C@H:10]1[C:40]1[CH:45]=[C:44]([CH2:46][C:47]2[CH:52]=[CH:51][C:50](/[CH:65]=[CH:64]/[CH2:63][NH:66][C:67]([NH:69][C:70]([CH3:74])([CH3:73])[CH2:71][OH:72])=[O:68])=[CH:49][CH:48]=2)[C:43]([CH3:54])=[CH:42][C:41]=1[O:55][CH2:56][C:57]1[CH:62]=[CH:61][CH:60]=[CH:59][CH:58]=1)[C:2]1[CH:7]=[CH:6][CH:5]=[CH:4][CH:3]=1. The reactants are [CH2:1]([O:8][C@@H:9]1[C@@H:14]([O:15][CH2:16][C:17]2[CH:22]=[CH:21][CH:20]=[CH:19][CH:18]=2)[C@H:13]([O:23][CH2:24][C:25]2[CH:30]=[CH:29][CH:28]=[CH:27][CH:26]=2)[C@@H:12]([CH2:31][O:32][CH2:33][C:34]2[CH:39]=[CH:38][CH:37]=[CH:36][CH:35]=2)[O:11][C@H:10]1[C:40]1[CH:45]=[C:44]([CH2:46][C:47]2[CH:52]=[CH:51][C:50](Br)=[CH:49][CH:48]=2)[C:43]([CH3:54])=[CH:42][C:41]=1[O:55][CH2:56][C:57]1[CH:62]=[CH:61][CH:60]=[CH:59][CH:58]=1)[C:2]1[CH:7]=[CH:6][CH:5]=[CH:4][CH:3]=1.[CH2:63]([NH:66][C:67]([NH:69][C:70]([CH3:74])([CH3:73])[CH2:71][OH:72])=[O:68])[CH:64]=[CH2:65].CC1C(P(C2C(C)=CC=CC=2)C2C(C)=CC=CC=2)=CC=CC=1.C(N(CC)CC)C. The yield is 0.400. The catalyst is C([O-])(=O)C.[Pd+2].C([O-])(=O)C.C(#N)C. (4) The reactants are C([Li])CCC.[Br-].[OH:7][C:8]1[CH:33]=[CH:32][CH:31]=[CH:30][C:9]=1[CH2:10][P+](C1C=CC=CC=1)(C1C=CC=CC=1)C1C=CC=CC=1.[C:34]([CH2:36][CH2:37][CH2:38][CH2:39][CH:40]([CH:52]=O)[CH2:41][C:42]1[CH:51]=[CH:50][C:45]([C:46]([O:48][CH3:49])=[O:47])=[CH:44][CH:43]=1)#[N:35].[Cl-].[NH4+]. The catalyst is CCCCCC.C1COCC1. The product is [C:34]([CH2:36][CH2:37][CH2:38][CH2:39][CH:40](/[CH:52]=[CH:10]/[C:9]1[CH:30]=[CH:31][CH:32]=[CH:33][C:8]=1[OH:7])[CH2:41][C:42]1[CH:43]=[CH:44][C:45]([C:46]([O:48][CH3:49])=[O:47])=[CH:50][CH:51]=1)#[N:35]. The yield is 0.640. (5) The reactants are [CH3:1][C:2]1[C:6]([C:7]2[C:16]3[O:15][CH2:14][C@H:13]([C:17]4[CH:22]=[CH:21][CH:20]=[CH:19][N:18]=4)[N:12]4C(C=C)=[N:24][C:10]([C:11]=34)=[CH:9][CH:8]=2)=[C:5]([CH3:27])[O:4][N:3]=1.S([O-])([O-])=[O:29].[Na+].[Na+].[C:34]([OH:38])([CH3:37])([CH3:36])C. The catalyst is O. The product is [CH3:1][C:2]1[C:6]([C:7]2[C:16]3[O:15][CH2:14][C@H:13]([C:17]4[CH:22]=[CH:21][CH:20]=[CH:19][N:18]=4)[N:12]4[C:36]([C@@H:34]([OH:38])[CH2:37][OH:29])=[N:24][C:10]([C:11]=34)=[CH:9][CH:8]=2)=[C:5]([CH3:27])[O:4][N:3]=1. The yield is 0.500. (6) The reactants are [NH2:1][C:2]1[CH:7]=[CH:6][N:5]=[CH:4][N:3]=1.[CH3:8][O:9][C:10]1[CH:17]=[C:16]([O:18][CH3:19])[CH:15]=[CH:14][C:11]=1[CH:12]=O.N1CCCCC1.[BH4-].[Na+]. The catalyst is C1(C)C=CC=CC=1.O. The product is [CH3:8][O:9][C:10]1[CH:17]=[C:16]([O:18][CH3:19])[CH:15]=[CH:14][C:11]=1[CH2:12][NH:1][C:2]1[CH:7]=[CH:6][N:5]=[CH:4][N:3]=1. The yield is 0.520. (7) The reactants are [CH2:1]([O:8][C:9](=[O:22])[NH:10][C@@H:11]1[CH2:19][C:18]2[C:13](=[CH:14][CH:15]=[C:16]([CH2:20]O)[CH:17]=2)[CH2:12]1)[C:2]1[CH:7]=[CH:6][CH:5]=[CH:4][CH:3]=1.S(Cl)(Cl)=O.C(=O)([O-])[O-].[K+].[K+].[F:33][C:34]([F:43])([F:42])[C:35]1[C:39]([CH2:40][OH:41])=[CH:38][NH:37][N:36]=1. The catalyst is C(Cl)Cl.CN(C=O)C. The product is [CH2:1]([O:8][C:9](=[O:22])[NH:10][C@@H:11]1[CH2:19][C:18]2[C:13](=[CH:14][CH:15]=[C:16]([CH2:20][N:37]3[CH:38]=[C:39]([CH2:40][OH:41])[C:35]([C:34]([F:33])([F:42])[F:43])=[N:36]3)[CH:17]=2)[CH2:12]1)[C:2]1[CH:7]=[CH:6][CH:5]=[CH:4][CH:3]=1. The yield is 0.840. (8) The reactants are [CH3:1][N:2]1[CH:7]=[C:6](B2OC(C)(C)C(C)(C)O2)[CH:5]=[C:4]([NH:17][C:18]2[CH:23]=[CH:22][N:21]=[C:20]([CH3:24])[N:19]=2)[C:3]1=[O:25].[C:26]([C:30]1[CH:31]=[C:32]2[C:37](=[C:38]([F:40])[CH:39]=1)[C:36](=[O:41])[N:35]([C:42]1[N:49]=[CH:48][CH:47]=[C:46](Cl)[C:43]=1[CH:44]=[O:45])[N:34]=[CH:33]2)([CH3:29])([CH3:28])[CH3:27].[O-]P([O-])([O-])=O.[K+].[K+].[K+].C([O-])(=O)C.[Na+]. The catalyst is C1C=CC(P(C2C=CC=CC=2)[C-]2C=CC=C2)=CC=1.C1C=CC(P(C2C=CC=CC=2)[C-]2C=CC=C2)=CC=1.Cl[Pd]Cl.[Fe+2].O.C(#N)C. The product is [C:26]([C:30]1[CH:31]=[C:32]2[C:37](=[C:38]([F:40])[CH:39]=1)[C:36](=[O:41])[N:35]([C:42]1[N:49]=[CH:48][CH:47]=[C:46]([C:6]3[CH:5]=[C:4]([NH:17][C:18]4[CH:23]=[CH:22][N:21]=[C:20]([CH3:24])[N:19]=4)[C:3](=[O:25])[N:2]([CH3:1])[CH:7]=3)[C:43]=1[CH:44]=[O:45])[N:34]=[CH:33]2)([CH3:29])([CH3:27])[CH3:28]. The yield is 0.360. (9) The reactants are [Br:1][C:2]1[CH:7]=[CH:6][CH:5]=[C:4]([O:8][CH:9]([F:11])[F:10])[CH:3]=1.[CH3:12][C:13]1([CH3:29])[C:17]([CH3:19])([CH3:18])[O:16][B:15]([B:15]2[O:16][C:17]([CH3:19])([CH3:18])[C:13]([CH3:29])([CH3:12])[O:14]2)[O:14]1. The catalyst is O1CCCC1.C(OCC)(=O)C.C(C1C=CN=C(C2C=C(C(C)(C)C)C=CN=2)C=1)(C)(C)C. The product is [Br:1][C:2]1[CH:7]=[C:6]([B:15]2[O:16][C:17]([CH3:19])([CH3:18])[C:13]([CH3:29])([CH3:12])[O:14]2)[CH:5]=[C:4]([O:8][CH:9]([F:10])[F:11])[CH:3]=1. The yield is 0.450.